From a dataset of Reaction yield outcomes from USPTO patents with 853,638 reactions. Predict the reaction yield, written as a fraction of the theoretical maximum amount of product (1.0 means a 100% yield; for example, 0.34 means a 34% yield). (1) The reactants are [F:1][C:2]1[CH:3]=[C:4]([CH:7]=[C:8]([C:10]([F:13])([F:12])[F:11])[CH:9]=1)[CH:5]=O.[C:14]([NH:17][NH2:18])([NH2:16])=[NH:15].[ClH:19]. No catalyst specified. The product is [ClH:19].[F:1][C:2]1[CH:3]=[C:4]([CH:7]=[C:8]([C:10]([F:13])([F:12])[F:11])[CH:9]=1)[CH:5]=[N:18][NH:17][C:14]([NH2:16])=[NH:15]. The yield is 0.840. (2) The yield is 0.690. The product is [CH2:1]([O:3][C:4](=[O:32])[C:5]([O:8][C:9]1[CH:14]=[CH:13][C:12]([OH:15])=[CH:11][C:10]=1[CH2:23][NH:24][C:25]([O:27][C:28]([CH3:31])([CH3:30])[CH3:29])=[O:26])([CH3:7])[CH3:6])[CH3:2]. The reactants are [CH2:1]([O:3][C:4](=[O:32])[C:5]([O:8][C:9]1[CH:14]=[CH:13][C:12]([O:15]CC2C=CC=CC=2)=[CH:11][C:10]=1[CH2:23][NH:24][C:25]([O:27][C:28]([CH3:31])([CH3:30])[CH3:29])=[O:26])([CH3:7])[CH3:6])[CH3:2]. The catalyst is C1COCC1. (3) The yield is 0.623. The catalyst is N1C=CC=CC=1. The reactants are [CH3:1][O:2][C:3]1[C:8]([CH3:9])=[C:7]([CH3:10])[C:6]([O:11][CH3:12])=[C:5]([CH3:13])[C:4]=1[CH2:14]/[CH:15]=[C:16](\[CH3:22])/[CH2:17][CH2:18][CH2:19][CH2:20][OH:21].[CH3:23][C:24](OC(C)=O)=[O:25]. The product is [C:24]([O:21][CH2:20][CH2:19][CH2:18][CH2:17]/[C:16](/[CH3:22])=[CH:15]/[CH2:14][C:4]1[C:5]([CH3:13])=[C:6]([O:11][CH3:12])[C:7]([CH3:10])=[C:8]([CH3:9])[C:3]=1[O:2][CH3:1])(=[O:25])[CH3:23].